This data is from Catalyst prediction with 721,799 reactions and 888 catalyst types from USPTO. The task is: Predict which catalyst facilitates the given reaction. Reactant: B(Br)(Br)Br.C[O:6][C:7]1[CH:12]=[CH:11][C:10]([C:13]2[N:14]=[CH:15][N:16]([CH3:28])[C:17]=2[C:18]2[S:27][C:21]3[N:22]=[CH:23][N:24]=[C:25]([NH2:26])[C:20]=3[CH:19]=2)=[CH:9][CH:8]=1. Product: [NH2:26][C:25]1[C:20]2[CH:19]=[C:18]([C:17]3[N:16]([CH3:28])[CH:15]=[N:14][C:13]=3[C:10]3[CH:11]=[CH:12][C:7]([OH:6])=[CH:8][CH:9]=3)[S:27][C:21]=2[N:22]=[CH:23][N:24]=1. The catalyst class is: 2.